From a dataset of Forward reaction prediction with 1.9M reactions from USPTO patents (1976-2016). Predict the product of the given reaction. (1) Given the reactants [C:1]([O:5][C:6]([C:8]1[CH:30]=[CH:29][C:11]([O:12][C:13]2[CH:22]=[C:21]3[C:16]([CH:17]([C:23]([O:25][CH2:26][CH3:27])=[O:24])[CH2:18][CH2:19][O:20]3)=[CH:15][C:14]=2Cl)=[C:10]([N+:31]([O-:33])=[O:32])[CH:9]=1)=[O:7])([CH3:4])([CH3:3])[CH3:2].P([O-])([O-])([O-])=O.[K+].[K+].[K+].C1(P([CH:55]2[CH2:60][CH2:59]CCC2)C2CCCCC2)CCCCC1.C1(B(O)O)CC1, predict the reaction product. The product is: [C:1]([O:5][C:6]([C:8]1[CH:30]=[CH:29][C:11]([O:12][C:13]2[CH:22]=[C:21]3[C:16]([CH:17]([C:23]([O:25][CH2:26][CH3:27])=[O:24])[CH2:18][CH2:19][O:20]3)=[CH:15][C:14]=2[CH:59]2[CH2:60][CH2:55]2)=[C:10]([N+:31]([O-:33])=[O:32])[CH:9]=1)=[O:7])([CH3:4])([CH3:3])[CH3:2]. (2) Given the reactants [CH3:1][C:2]1[N:7]=[C:6]([CH:8]=O)[CH:5]=[CH:4][CH:3]=1.[Cl:10][C:11]1[N:16]=[N:15][C:14]([NH:17][NH2:18])=[CH:13][CH:12]=1, predict the reaction product. The product is: [Cl:10][C:11]1[N:16]=[N:15][C:14]([NH:17][N:18]=[CH:8][C:6]2[CH:5]=[CH:4][CH:3]=[C:2]([CH3:1])[N:7]=2)=[CH:13][CH:12]=1. (3) Given the reactants [C:1]([O:5][C:6]([N:8]1[CH2:13][CH2:12][CH:11]([CH2:14][CH2:15][N:16]2[CH2:21][CH2:20][N:19]([C:22]3[CH:27]=[CH:26][C:25]([S:28][CH3:29])=[CH:24][CH:23]=3)[C:18](=[O:30])[CH2:17]2)[CH2:10][CH2:9]1)=[O:7])([CH3:4])([CH3:3])[CH3:2].N(CCCC)(CCCC)CCCC.OO.[OH2:46].[OH:47]O.[O-]S([O-])=O.[Na+].[Na+], predict the reaction product. The product is: [C:1]([O:5][C:6]([N:8]1[CH2:13][CH2:12][CH:11]([CH2:14][CH2:15][N:16]2[CH2:21][CH2:20][N:19]([C:22]3[CH:23]=[CH:24][C:25]([S:28]([CH3:29])(=[O:47])=[O:46])=[CH:26][CH:27]=3)[C:18](=[O:30])[CH2:17]2)[CH2:10][CH2:9]1)=[O:7])([CH3:3])([CH3:4])[CH3:2]. (4) Given the reactants Br[C:2]1[S:3][C:4]2[CH:10]=[C:9]([CH2:11][N:12]3[C:16]4[CH:17]=[C:18]([O:23][CH3:24])[C:19]([O:21][CH3:22])=[CH:20][C:15]=4[N:14]=[CH:13]3)[CH:8]=[CH:7][C:5]=2[N:6]=1.CC[N:27](C(C)C)[CH:28]([CH3:30])[CH3:29].[CH3:34][C:35]([N:37]([CH3:39])[CH3:38])=[O:36], predict the reaction product. The product is: [C:19]([OH:21])(=[O:36])[CH3:20].[CH3:22][O:21][C:19]1[C:18]([O:23][CH3:24])=[CH:17][C:16]2[N:12]([CH2:11][C:9]3[CH:8]=[CH:7][C:5]4[N:6]=[C:2]([NH:27][CH:28]5[CH2:30][CH2:39][N:37]([C:35](=[O:36])[CH3:34])[CH2:38][CH2:29]5)[S:3][C:4]=4[CH:10]=3)[CH:13]=[N:14][C:15]=2[CH:20]=1. (5) Given the reactants C([Li])(C)(C)C.[C:6]([O:10][C:11]([N:13]1[CH:22]2[CH2:23][CH2:24][CH:14]1[C:15]1[CH:16]=[C:17]([NH:25][C:26]([O:28][C:29]([CH3:32])([CH3:31])[CH3:30])=[O:27])[CH:18]=[CH:19][C:20]=1[CH2:21]2)=[O:12])([CH3:9])([CH3:8])[CH3:7].B(OC)(OC)[O:34]C.OO.Cl, predict the reaction product. The product is: [C:6]([O:10][C:11]([N:13]1[CH:22]2[CH2:23][CH2:24][CH:14]1[C:15]1[C:16]([OH:34])=[C:17]([NH:25][C:26]([O:28][C:29]([CH3:32])([CH3:31])[CH3:30])=[O:27])[CH:18]=[CH:19][C:20]=1[CH2:21]2)=[O:12])([CH3:9])([CH3:8])[CH3:7]. (6) Given the reactants [H-].[Li+].[Al+3].[Li+].[H-].[H-].[H-].[H-].[N:9]1[C:18]2[NH:17][C:16]3[CH:19]=[C:20]([C:23](OC)=[O:24])[CH:21]=[CH:22][C:15]=3[S:14][C:13]=2[N:12]=[CH:11][CH:10]=1.O.[OH-].[Na+], predict the reaction product. The product is: [N:9]1[C:18]2[NH:17][C:16]3[CH:19]=[C:20]([CH2:23][OH:24])[CH:21]=[CH:22][C:15]=3[S:14][C:13]=2[N:12]=[CH:11][CH:10]=1.